Dataset: TCR-epitope binding with 47,182 pairs between 192 epitopes and 23,139 TCRs. Task: Binary Classification. Given a T-cell receptor sequence (or CDR3 region) and an epitope sequence, predict whether binding occurs between them. The epitope is KLSALGINAV. The TCR CDR3 sequence is CARSTGGDSYGYTF. Result: 0 (the TCR does not bind to the epitope).